Predict the reactants needed to synthesize the given product. From a dataset of Full USPTO retrosynthesis dataset with 1.9M reactions from patents (1976-2016). Given the product [Cl:24][C:23]1[CH:22]=[CH:21][CH:20]=[C:19]([Cl:25])[C:18]=1[C:16]1[S:17][C:10]2[C:9]([NH:8][C:4]3[N:5]=[CH:6][N:7]=[C:2]([CH:32]4[CH2:30][CH:29]([OH:31])[CH2:28]4)[CH:3]=3)=[N:14][CH:13]=[N:12][C:11]=2[N:15]=1, predict the reactants needed to synthesize it. The reactants are: Cl[C:2]1[N:7]=[CH:6][N:5]=[C:4]([NH:8][C:9]2[C:10]3[S:17][C:16]([C:18]4[C:23]([Cl:24])=[CH:22][CH:21]=[CH:20][C:19]=4[Cl:25])=[N:15][C:11]=3[N:12]=[CH:13][N:14]=2)[CH:3]=1.Cl.N1[CH2:30][CH:29]([OH:31])[CH2:28]1.[CH:32](NC(C)C)(C)C.